Dataset: Reaction yield outcomes from USPTO patents with 853,638 reactions. Task: Predict the reaction yield, written as a fraction of the theoretical maximum amount of product (1.0 means a 100% yield; for example, 0.34 means a 34% yield). (1) The reactants are [C:1]([C:3]1[CH:4]=[C:5]([C:9]2[CH:10]=[CH:11][C:12]3[O:16][C:15]([C:17]4[CH:22]=[CH:21][C:20]([F:23])=[CH:19][CH:18]=4)=[C:14]([C:24]([NH:26][CH3:27])=[O:25])[C:13]=3[CH:28]=2)[CH:6]=[CH:7][CH:8]=1)#[N:2].N[C@@H:30]([CH:33]([CH3:35])[CH3:34])[CH2:31][OH:32]. The catalyst is C1(Cl)C=CC=CC=1.[Cl-].[Zn+2].[Cl-]. The product is [F:23][C:20]1[CH:21]=[CH:22][C:17]([C:15]2[O:16][C:12]3[CH:11]=[CH:10][C:9]([C:5]4[CH:6]=[CH:7][CH:8]=[C:3]([C:1]5[O:32][CH2:31][C@H:30]([CH:33]([CH3:35])[CH3:34])[N:2]=5)[CH:4]=4)=[CH:28][C:13]=3[C:14]=2[C:24]([NH:26][CH3:27])=[O:25])=[CH:18][CH:19]=1. The yield is 0.170. (2) The reactants are Br[C:2]1[CH:3]=[C:4]([NH:10][C:11]2[CH:15]=[C:14]([CH2:16][N:17]([CH3:22])[CH:18]3[CH2:21][O:20][CH2:19]3)[N:13]([CH3:23])[N:12]=2)[C:5](=[O:9])[N:6]([CH3:8])[CH:7]=1.[C:24]([O:27][CH2:28][C:29]1[C:34](B2OC(C)(C)C(C)(C)O2)=[CH:33][C:32]([F:44])=[CH:31][C:30]=1[N:45]1[CH2:56][CH2:55][C:54]2[C:53]3[CH2:52][C:51]([CH3:58])(C)[CH2:50][C:49]=3[S:48][C:47]=2[C:46]1=[O:59])(=[O:26])[CH3:25].CC([O-])=O.[Na+]. The catalyst is CC#N.C1C=CC(P(C2C=CC=CC=2)[C-]2C=CC=C2)=CC=1.C1C=CC(P(C2C=CC=CC=2)[C-]2C=CC=C2)=CC=1.Cl[Pd]Cl.[Fe+2]. The product is [C:24]([O:27][CH2:28][C:29]1[C:30]([N:45]2[C:46](=[O:59])[C:47]3[S:48][C:49]4[CH2:50][CH2:51][CH2:58][CH2:52][C:53]=4[C:54]=3[CH2:55][CH2:56]2)=[CH:31][C:32]([F:44])=[CH:33][C:34]=1[C:2]1[CH:3]=[C:4]([NH:10][C:11]2[CH:15]=[C:14]([CH2:16][N:17]([CH3:22])[CH:18]3[CH2:21][O:20][CH2:19]3)[N:13]([CH3:23])[N:12]=2)[C:5](=[O:9])[N:6]([CH3:8])[CH:7]=1)(=[O:26])[CH3:25]. The yield is 0.560.